From a dataset of Retrosynthesis with 50K atom-mapped reactions and 10 reaction types from USPTO. Predict the reactants needed to synthesize the given product. (1) Given the product O=C(Nc1ccc(Cl)cc1)c1ccccc1[N+](=O)[O-], predict the reactants needed to synthesize it. The reactants are: Nc1ccc(Cl)cc1.O=C(Cl)c1ccccc1[N+](=O)[O-]. (2) The reactants are: C=CCC(=O)N1[C@H](c2ccc(F)cc2)CCC[C@@H]1CO. Given the product C=CCC(=O)N1[C@H](c2ccc(F)cc2)CCC[C@@H]1C=O, predict the reactants needed to synthesize it.